Predict the product of the given reaction. From a dataset of Forward reaction prediction with 1.9M reactions from USPTO patents (1976-2016). (1) Given the reactants [CH2:1]([N:5]1[C:9](=[O:10])[C:8](Cl)=[C:7]([C:12]2[CH:17]=[CH:16][CH:15]=[CH:14][CH:13]=2)[S:6]1(=[O:19])=[O:18])[CH2:2][CH2:3][CH3:4].[CH2:20]([O:27][C:28]1[CH:33]=[CH:32][C:31]([NH2:34])=[CH:30][CH:29]=1)[C:21]1[CH:26]=[CH:25][CH:24]=[CH:23][CH:22]=1.CCOC(C)=O, predict the reaction product. The product is: [CH2:20]([O:27][C:28]1[CH:29]=[CH:30][C:31]([NH:34][C:8]2[C:9](=[O:10])[N:5]([CH2:1][CH2:2][CH2:3][CH3:4])[S:6](=[O:19])(=[O:18])[C:7]=2[C:12]2[CH:17]=[CH:16][CH:15]=[CH:14][CH:13]=2)=[CH:32][CH:33]=1)[C:21]1[CH:22]=[CH:23][CH:24]=[CH:25][CH:26]=1. (2) Given the reactants C([O-])([O-])=O.[K+].[K+].[Cl:7][C:8]1[CH:9]=[CH:10][C:11]([O:44][CH:45]([F:47])[F:46])=[C:12]([C:14]2[C:18]([NH:19][C:20]([C:22]3[CH:23]=[N:24][N:25]4[CH:30]=[CH:29][CH:28]=[N:27][C:26]=34)=[O:21])=[CH:17][N:16]([CH2:31][C:32]([N:34]3[CH2:39][CH2:38][CH:37]([C:40]([O:42]C)=[O:41])[CH2:36][CH2:35]3)=[O:33])[N:15]=2)[CH:13]=1.Cl, predict the reaction product. The product is: [Cl:7][C:8]1[CH:9]=[CH:10][C:11]([O:44][CH:45]([F:46])[F:47])=[C:12]([C:14]2[C:18]([NH:19][C:20]([C:22]3[CH:23]=[N:24][N:25]4[CH:30]=[CH:29][CH:28]=[N:27][C:26]=34)=[O:21])=[CH:17][N:16]([CH2:31][C:32]([N:34]3[CH2:35][CH2:36][CH:37]([C:40]([OH:42])=[O:41])[CH2:38][CH2:39]3)=[O:33])[N:15]=2)[CH:13]=1. (3) Given the reactants [CH2:1]([NH:3][C:4](=[O:17])[C:5]1[C:10]([S:11][C:12]([CH3:15])([CH3:14])[CH3:13])=[CH:9][CH:8]=[CH:7][C:6]=1[F:16])[CH3:2].[OH:18]OS([O-])=O.[K+].S(S([O-])=O)([O-])(=O)=O.[Na+].[Na+], predict the reaction product. The product is: [CH3:14][C:12]([S:11]([C:10]1[CH:9]=[CH:8][CH:7]=[C:6]([F:16])[C:5]=1[C:4]([NH:3][CH2:1][CH3:2])=[O:17])=[O:18])([CH3:13])[CH3:15].